Predict the reactants needed to synthesize the given product. From a dataset of Full USPTO retrosynthesis dataset with 1.9M reactions from patents (1976-2016). (1) The reactants are: [N+:1]([C:4]1[CH:5]=[C:6]([C:10](=[O:14])[C:11]([OH:13])=[O:12])[CH:7]=[CH:8][CH:9]=1)([O-:3])=[O:2].[C:15]([O-])([O-])=O.[K+].[K+].IC. Given the product [N+:1]([C:4]1[CH:5]=[C:6]([C:10](=[O:14])[C:11]([O:13][CH3:15])=[O:12])[CH:7]=[CH:8][CH:9]=1)([O-:3])=[O:2], predict the reactants needed to synthesize it. (2) Given the product [OH:12][CH2:11][C@@H:9]([C@H:7]([C@@H:5]([C@@H:3]([CH2:2][OH:1])[OH:4])[OH:6])[OH:8])[OH:10].[CH2:18]([OH:20])[C@H:17]([C@H:16]([C@@H:15]([C@@H:14]([CH2:13][OH:35])[OH:19])[OH:34])[OH:33])[OH:32], predict the reactants needed to synthesize it. The reactants are: [O:1]=[CH:2][C@@H:3]([C@H:5]([C@@H:7]([C@@H:9]([CH2:11][OH:12])[OH:10])[OH:8])[OH:6])[OH:4].[CH2:13]([OH:35])[C@H:14]1[O:19][C@@H:18]([O:20][C@H]2[C@H](O)[C@@H](O)[C@H](O)O[C@@H]2CO)[C@H:17]([OH:32])[C@@H:16]([OH:33])[C@@H:15]1[OH:34]. (3) Given the product [CH2:25]([NH:23][CH2:8][CH2:9][CH2:10][CH2:11][CH2:12][CH2:13][CH2:14][CH2:15][CH2:16][CH2:17][CH2:18][CH2:19][CH2:20][CH3:21])[CH2:18][CH2:17][CH2:16][CH2:15][CH2:14][CH2:13][CH2:12][CH2:11][CH2:10][CH2:9][CH3:8], predict the reactants needed to synthesize it. The reactants are: C([O-])([O-])=O.[Na+].[Na+].Br[CH2:8][CH2:9][CH2:10][CH2:11][CH2:12][CH2:13][CH2:14][CH2:15][CH2:16][CH2:17][CH2:18][CH2:19][CH2:20][CH3:21].C[N:23]([CH:25]=O)C. (4) Given the product [CH2:1]([O:8][CH2:9][CH:10]1[C:15]2=[N:20][C:19]([C:21]([NH:23][CH2:24][C:25]3[CH:30]=[CH:29][C:28]([F:31])=[CH:27][CH:26]=3)=[O:22])=[C:18]([OH:32])[C:17](=[O:33])[N:16]2[CH2:13][CH2:12][NH:11]1)[C:2]1[CH:7]=[CH:6][CH:5]=[CH:4][CH:3]=1, predict the reactants needed to synthesize it. The reactants are: [CH2:1]([O:8][CH2:9][CH:10]([C:15]1[N:20]=[C:19]([C:21]([NH:23][CH2:24][C:25]2[CH:30]=[CH:29][C:28]([F:31])=[CH:27][CH:26]=2)=[O:22])[C:18]([OH:32])=[C:17]([OH:33])[N:16]=1)[NH:11][CH2:12][CH2:13]Cl)[C:2]1[CH:7]=[CH:6][CH:5]=[CH:4][CH:3]=1.CC(C)([O-])C.[K+].FC(F)(F)C(O)=O. (5) Given the product [C:22]([O:26][C:27](=[O:45])[C:28]1[CH:29]=[CH:30][C:31]([O:34][C:35]2[CH:40]=[CH:39][C:38]([CH2:41][N:18]3[CH2:17][CH2:16][CH:15]([N:8]4[C@H:9]([CH2:11][CH:12]([CH3:14])[CH3:13])[CH2:10][N:6]([CH:1]5[CH2:2][CH2:3][CH2:4][CH2:5]5)[C:7]4=[O:21])[CH2:20][CH2:19]3)=[C:37]([CH2:43][CH3:44])[N:36]=2)=[CH:32][CH:33]=1)([CH3:25])([CH3:24])[CH3:23], predict the reactants needed to synthesize it. The reactants are: [CH:1]1([N:6]2[CH2:10][C@@H:9]([CH2:11][CH:12]([CH3:14])[CH3:13])[N:8]([CH:15]3[CH2:20][CH2:19][NH:18][CH2:17][CH2:16]3)[C:7]2=[O:21])[CH2:5][CH2:4][CH2:3][CH2:2]1.[C:22]([O:26][C:27](=[O:45])[C:28]1[CH:33]=[CH:32][C:31]([O:34][C:35]2[CH:40]=[CH:39][C:38]([CH:41]=O)=[C:37]([CH2:43][CH3:44])[N:36]=2)=[CH:30][CH:29]=1)([CH3:25])([CH3:24])[CH3:23]. (6) Given the product [N:1]([C@@H:4]([C@H:38]([C:46]1[CH:51]=[C:50]([F:52])[CH:49]=[C:48]([F:53])[CH:47]=1)[C:39]1[CH:44]=[CH:43][C:42]([F:45])=[CH:41][CH:40]=1)[C:5]([NH:7][C:8]1[CH:9]=[N:10][CH:11]=[C:12]([F:37])[C:13]=1[CH2:14][CH2:15][C@@H:16]1[N:30]([S:31]([CH:34]2[CH2:36][CH2:35]2)(=[O:33])=[O:32])[C@H:27]([CH3:28])[CH2:26][N:18]([C:19]([O:20][C:21]([CH3:23])([CH3:22])[CH3:24])=[O:25])[CH2:17]1)=[O:6])=[N+:2]=[N-:3], predict the reactants needed to synthesize it. The reactants are: [N:1]([C@@H:4]([C@H:38]([C:46]1[CH:51]=[C:50]([F:52])[CH:49]=[C:48]([F:53])[CH:47]=1)[C:39]1[CH:44]=[CH:43][C:42]([F:45])=[CH:41][CH:40]=1)[C:5]([NH:7][C:8]1[CH:9]=[N:10][CH:11]=[C:12]([F:37])[C:13]=1[CH2:14][CH2:15][C@H:16]([NH:30][S:31]([CH:34]1[CH2:36][CH2:35]1)(=[O:33])=[O:32])[CH2:17][N:18]([CH2:26][C@@H:27](O)[CH3:28])[C:19](=[O:25])[O:20][C:21]([CH3:24])([CH3:23])[CH3:22])=[O:6])=[N+:2]=[N-:3].CC(OC(/N=N/C(OC(C)C)=O)=O)C.C1(P(C2C=CC=CC=2)C2C=CC=CC=2)C=CC=CC=1.